Predict the reactants needed to synthesize the given product. From a dataset of Full USPTO retrosynthesis dataset with 1.9M reactions from patents (1976-2016). Given the product [OH:33][C:27]1[CH:28]=[CH:29][CH:30]=[C:31]([CH3:32])[C:26]=1[NH:25][C:7]([C:6]1[CH:5]=[C:4]([CH3:10])[S:3][C:2]=1[Br:1])=[O:8], predict the reactants needed to synthesize it. The reactants are: [Br:1][C:2]1[S:3][C:4]([CH3:10])=[CH:5][C:6]=1[C:7](Cl)=[O:8].BrC1SC(C)=CC=1C(O)=O.S(Cl)(Cl)=O.[NH2:25][C:26]1[C:31]([CH3:32])=[CH:30][CH:29]=[CH:28][C:27]=1[OH:33].C(OC(C)C)(C)C.C(OCC)(=O)C.